Dataset: Full USPTO retrosynthesis dataset with 1.9M reactions from patents (1976-2016). Task: Predict the reactants needed to synthesize the given product. (1) Given the product [CH2:13]([N:20]1[CH2:26][CH2:25][CH2:24][CH:23]([C:27](=[N:2][OH:3])[NH2:28])[CH2:22][C:21]1=[O:29])[C:14]1[CH:15]=[CH:16][CH:17]=[CH:18][CH:19]=1, predict the reactants needed to synthesize it. The reactants are: Cl.[NH2:2][OH:3].CCN(C(C)C)C(C)C.[CH2:13]([N:20]1[CH2:26][CH2:25][CH2:24][CH:23]([C:27]#[N:28])[CH2:22][C:21]1=[O:29])[C:14]1[CH:19]=[CH:18][CH:17]=[CH:16][CH:15]=1. (2) Given the product [C:25]([O:29][C:30](=[O:35])[CH2:31][CH2:32][CH2:33][NH:34][CH2:22][C:17]1[CH:16]=[CH:15][C:14]2[C:19](=[CH:20][CH:21]=[C:12]([O:11][C@H:8]3[CH2:9][CH2:10][C@H:5]([C:1]([CH3:4])([CH3:3])[CH3:2])[CH2:6][CH2:7]3)[CH:13]=2)[CH:18]=1)([CH3:28])([CH3:26])[CH3:27], predict the reactants needed to synthesize it. The reactants are: [C:1]([CH:5]1[CH2:10][CH2:9][CH:8]([O:11][C:12]2[CH:13]=[C:14]3[C:19](=[CH:20][CH:21]=2)[CH:18]=[C:17]([CH:22]=O)[CH:16]=[CH:15]3)[CH2:7][CH2:6]1)([CH3:4])([CH3:3])[CH3:2].Cl.[C:25]([O:29][C:30](=[O:35])[CH2:31][CH2:32][CH2:33][NH2:34])([CH3:28])([CH3:27])[CH3:26].C(N(CC)CC)C.C(O[BH-](OC(=O)C)OC(=O)C)(=O)C.[Na+]. (3) Given the product [CH3:14][O:15][C:16]1[C:17]([C:21]([NH2:2])=[NH:22])=[CH:18][S:19][CH:20]=1, predict the reactants needed to synthesize it. The reactants are: [Cl-].[NH4+:2].C1(C)C=CC=CC=1.C[Al](C)C.[CH3:14][O:15][C:16]1[C:17]([C:21]#[N:22])=[CH:18][S:19][CH:20]=1. (4) Given the product [C:30]([C:27]1[CH:28]=[CH:29][C:24]([NH:23][C:21]([N:18]2[CH2:19][CH2:20][N:15]([C:6]3[C:5]4[C:10](=[CH:11][C:12]([O:13][CH3:14])=[C:3]([O:2][CH3:1])[CH:4]=4)[N:9]=[CH:8][N:7]=3)[CH2:16][CH2:17]2)=[O:22])=[CH:25][CH:26]=1)([OH:32])=[O:31], predict the reactants needed to synthesize it. The reactants are: [CH3:1][O:2][C:3]1[CH:4]=[C:5]2[C:10](=[CH:11][C:12]=1[O:13][CH3:14])[N:9]=[CH:8][N:7]=[C:6]2[N:15]1[CH2:20][CH2:19][N:18]([C:21]([NH:23][C:24]2[CH:29]=[CH:28][C:27]([C:30]([O:32]CC)=[O:31])=[CH:26][CH:25]=2)=[O:22])[CH2:17][CH2:16]1.O.[OH-].[Li+].O. (5) Given the product [N:21]1([CH2:26][CH2:27][NH:28][C:29]([C:31]2[CH:35]=[C:34]([CH3:36])[NH:33][C:32]=2[CH:37]=[C:11]2[C:10]3[C:14](=[CH:15][CH:16]=[CH:17][C:9]=3[C:5]3[CH:6]=[CH:7][CH:8]=[C:3]([C:2]([F:1])([F:19])[F:20])[CH:4]=3)[NH:13][C:12]2=[O:18])=[O:30])[CH2:25][CH2:24][CH2:23][CH2:22]1, predict the reactants needed to synthesize it. The reactants are: [F:1][C:2]([F:20])([F:19])[C:3]1[CH:4]=[C:5]([C:9]2[CH:17]=[CH:16][CH:15]=[C:14]3[C:10]=2[CH2:11][C:12](=[O:18])[NH:13]3)[CH:6]=[CH:7][CH:8]=1.[N:21]1([CH2:26][CH2:27][NH:28][C:29]([C:31]2[CH:35]=[C:34]([CH3:36])[NH:33][C:32]=2[CH:37]=O)=[O:30])[CH2:25][CH2:24][CH2:23][CH2:22]1. (6) Given the product [Br:1][C:2]1[CH:9]=[CH:8][C:7]([OH:10])=[CH:6][C:3]=1[CH:4]1[O:13][CH2:12][CH2:11][O:5]1, predict the reactants needed to synthesize it. The reactants are: [Br:1][C:2]1[CH:9]=[CH:8][C:7]([OH:10])=[CH:6][C:3]=1[CH:4]=[O:5].[CH2:11](O)[CH2:12][OH:13]. (7) Given the product [CH3:1][O:2][CH2:3][C:4]1[N:5]([C:19]2[CH:20]=[CH:21][C:22]([N:25]3[CH2:30][CH2:29][NH:28][CH2:27][C:26]3=[O:38])=[CH:23][CH:24]=2)[CH:6]=[C:7]([CH2:9][NH:10][C:11]([C:13]2[S:14][C:15]([Cl:18])=[CH:16][CH:17]=2)=[O:12])[N:8]=1, predict the reactants needed to synthesize it. The reactants are: [CH3:1][O:2][CH2:3][C:4]1[N:5]([C:19]2[CH:24]=[CH:23][C:22]([N:25]3[CH2:30][CH2:29][N:28](C(OC(C)(C)C)=O)[CH2:27][C:26]3=[O:38])=[CH:21][CH:20]=2)[CH:6]=[C:7]([CH2:9][NH:10][C:11]([C:13]2[S:14][C:15]([Cl:18])=[CH:16][CH:17]=2)=[O:12])[N:8]=1.C(O)(C(F)(F)F)=O.